Dataset: Retrosynthesis with 50K atom-mapped reactions and 10 reaction types from USPTO. Task: Predict the reactants needed to synthesize the given product. (1) Given the product O=C(O)c1ccc(C=CCCc2ccccc2)o1, predict the reactants needed to synthesize it. The reactants are: C=CCCc1ccccc1.O=C(O)c1ccc(Br)o1. (2) Given the product CCCCN1CCCC2(C1)C(=O)Nc1ccccc12, predict the reactants needed to synthesize it. The reactants are: CCCC=O.O=C1Nc2ccccc2C12CCCNC2.